Dataset: Catalyst prediction with 721,799 reactions and 888 catalyst types from USPTO. Task: Predict which catalyst facilitates the given reaction. (1) Reactant: [N+:1]([C:4]1[CH:33]=[CH:32][CH:31]=[CH:30][C:5]=1[C:6]([NH:8][CH:9]([C:11]1[N:16]=[N:15][C:14]([NH:17][C:18]2[CH:23]=[C:22]([O:24][CH3:25])[C:21]([O:26][CH3:27])=[C:20]([O:28][CH3:29])[CH:19]=2)=[N:13][CH:12]=1)[CH3:10])=O)([O-:3])=[O:2].P(Cl)(Cl)(Cl)=O. Product: [CH3:10][C:9]1[N:8]=[C:6]([C:5]2[CH:30]=[CH:31][CH:32]=[CH:33][C:4]=2[N+:1]([O-:3])=[O:2])[N:16]2[C:11]=1[CH:12]=[N:13][C:14]([NH:17][C:18]1[CH:23]=[C:22]([O:24][CH3:25])[C:21]([O:26][CH3:27])=[C:20]([O:28][CH3:29])[CH:19]=1)=[N:15]2. The catalyst class is: 26. (2) Reactant: [C:1]([NH:4][C:5]1[C:6]2[CH:17]=[CH:16][C:15]([C:18]([F:21])([F:20])[F:19])=[CH:14][C:7]=2S[C:9]=1[C:10]([O:12][CH3:13])=[O:11])(=[O:3])[CH3:2]. Product: [CH3:13][O:12][C:10](=[O:11])[CH2:9][CH:5]([C:6]1[CH:7]=[CH:14][C:15]([C:18]([F:20])([F:21])[F:19])=[CH:16][CH:17]=1)[NH:4][C:1](=[O:3])[CH3:2]. The catalyst class is: 181.